Dataset: Catalyst prediction with 721,799 reactions and 888 catalyst types from USPTO. Task: Predict which catalyst facilitates the given reaction. Product: [C:13]([C:4]1[CH:3]=[C:2]([NH:1][C:18]([O:20][C:21]2[CH:26]=[CH:25][CH:24]=[CH:23][CH:22]=2)=[O:19])[N:6]([CH2:7][C:8]([O:10][CH2:11][CH3:12])=[O:9])[N:5]=1)([CH3:15])([CH3:14])[CH3:16]. The catalyst class is: 1. Reactant: [NH2:1][C:2]1[N:6]([CH2:7][C:8]([O:10][CH2:11][CH3:12])=[O:9])[N:5]=[C:4]([C:13]([CH3:16])([CH3:15])[CH3:14])[CH:3]=1.Cl[C:18]([O:20][C:21]1[CH:26]=[CH:25][CH:24]=[CH:23][CH:22]=1)=[O:19].C([O-])([O-])=O.[K+].[K+].